Dataset: Full USPTO retrosynthesis dataset with 1.9M reactions from patents (1976-2016). Task: Predict the reactants needed to synthesize the given product. (1) Given the product [F:20][C:21]1[CH:22]=[C:23]([NH:27][C:28](=[O:29])[NH:1][C:2]2[CH:3]=[CH:4][C:5]([C:8]3[C:16]4[C:11](=[CH:12][N:13]=[CH:14][CH:15]=4)[NH:10][C:9]=3[C:17]([NH2:19])=[O:18])=[CH:6][CH:7]=2)[CH:24]=[CH:25][CH:26]=1, predict the reactants needed to synthesize it. The reactants are: [NH2:1][C:2]1[CH:7]=[CH:6][C:5]([C:8]2[C:16]3[C:11](=[CH:12][N:13]=[CH:14][CH:15]=3)[NH:10][C:9]=2[C:17]([NH2:19])=[O:18])=[CH:4][CH:3]=1.[F:20][C:21]1[CH:22]=[C:23]([N:27]=[C:28]=[O:29])[CH:24]=[CH:25][CH:26]=1. (2) Given the product [Cl:1][C:2]1[C:7]([Cl:8])=[CH:6][CH:5]=[CH:4][C:3]=1[CH:9]([N:17]=[C:22]1[NH:21][CH2:20][CH2:19][S:23]1)[CH2:10][C:11]1[CH:12]=[CH:13][N:14]=[CH:15][CH:16]=1, predict the reactants needed to synthesize it. The reactants are: [Cl:1][C:2]1[C:7]([Cl:8])=[CH:6][CH:5]=[CH:4][C:3]=1[CH:9]([NH2:17])[CH2:10][C:11]1[CH:16]=[CH:15][N:14]=[CH:13][CH:12]=1.Cl[CH2:19][CH2:20][N:21]=[C:22]=[S:23].